This data is from Forward reaction prediction with 1.9M reactions from USPTO patents (1976-2016). The task is: Predict the product of the given reaction. (1) Given the reactants [F:1][C:2]1[CH:3]=[CH:4][C:5]([NH2:8])=[N:6][CH:7]=1.C1C=C(Cl)C=C(C(OO)=[O:17])C=1, predict the reaction product. The product is: [NH2:8][C:5]1[CH:4]=[CH:3][C:2]([F:1])=[CH:7][N+:6]=1[O-:17]. (2) Given the reactants [S:1]([NH:5][C:6]1[CH:13]=[CH:12][CH:11]=[C:10](/[CH:14]=[CH:15]/[CH2:16][O:17][CH3:18])[C:7]=1[C:8]#[N:9])(=[O:4])(=[O:3])[NH2:2].[OH-].[Na+], predict the reaction product. The product is: [CH3:18][O:17][CH2:16]/[CH:15]=[CH:14]/[C:10]1[C:7]2[C:8]([NH2:9])=[N:2][S:1](=[O:4])(=[O:3])[NH:5][C:6]=2[CH:13]=[CH:12][CH:11]=1. (3) Given the reactants [CH3:1][O:2][C:3]1[CH:8]=[CH:7][C:6]([CH2:9][O:10][C:11]2[CH:16]=[CH:15][C:14]([CH2:17][OH:18])=[CH:13][C:12]=2[N+:19]([O-:21])=[O:20])=[CH:5][CH:4]=1.IC.[CH3:24][Si](C)(C)[N-][Si](C)(C)C.[K+], predict the reaction product. The product is: [CH3:24][O:18][CH2:17][C:14]1[CH:15]=[CH:16][C:11]([O:10][CH2:9][C:6]2[CH:5]=[CH:4][C:3]([O:2][CH3:1])=[CH:8][CH:7]=2)=[C:12]([N+:19]([O-:21])=[O:20])[CH:13]=1. (4) Given the reactants [CH3:1][O:2][C:3]1[CH:8]=[CH:7][C:6]([N+:9]([O-])=O)=[CH:5][C:4]=1[C:12]1[N:16]([CH3:17])[N:15]=[CH:14][CH:13]=1, predict the reaction product. The product is: [CH3:1][O:2][C:3]1[CH:8]=[CH:7][C:6]([NH2:9])=[CH:5][C:4]=1[C:12]1[N:16]([CH3:17])[N:15]=[CH:14][CH:13]=1. (5) Given the reactants Br[C:2]1[CH:3]=[C:4]([CH:8]=[CH:9][C:10]=1[O:11][CH:12]([CH3:14])[CH3:13])[C:5]([OH:7])=[O:6].[CH3:15][S:16]([O-:18])=[O:17].[Na+].CNCCNC, predict the reaction product. The product is: [CH:12]([O:11][C:10]1[CH:9]=[CH:8][C:4]([C:5]([OH:7])=[O:6])=[CH:3][C:2]=1[S:16]([CH3:15])(=[O:18])=[O:17])([CH3:14])[CH3:13].